The task is: Predict which catalyst facilitates the given reaction.. This data is from Catalyst prediction with 721,799 reactions and 888 catalyst types from USPTO. (1) Reactant: [NH2:1][C:2]1[CH:3]=[CH:4][C:5]([O:12][CH:13]([C:20]2[C:25]([F:26])=[CH:24][CH:23]=[CH:22][C:21]=2[F:27])[C:14]2[CH:19]=[CH:18][CH:17]=[CH:16][CH:15]=2)=[C:6]([CH:11]=1)[C:7]([O:9][CH3:10])=[O:8].[CH3:28][O:29][C:30]1[CH:31]=[C:32]([N:38]=[C:39]=[O:40])[CH:33]=[CH:34][C:35]=1[O:36][CH3:37]. The catalyst class is: 1. Product: [F:27][C:21]1[CH:22]=[CH:23][CH:24]=[C:25]([F:26])[C:20]=1[CH:13]([C:14]1[CH:19]=[CH:18][CH:17]=[CH:16][CH:15]=1)[O:12][C:5]1[CH:4]=[CH:3][C:2]([NH:1][C:39]([NH:38][C:32]2[CH:33]=[CH:34][C:35]([O:36][CH3:37])=[C:30]([O:29][CH3:28])[CH:31]=2)=[O:40])=[CH:11][C:6]=1[C:7]([O:9][CH3:10])=[O:8]. (2) Reactant: [OH:1]OS([O-])=O.[K+].[F:7][C:8]1[CH:13]=[C:12]([S:14][CH3:15])[CH:11]=[CH:10][C:9]=1[CH:16]1[CH2:21][C:20]([S:23]([C:26]2[CH:31]=[CH:30][CH:29]=[C:28]([O:32][CH:33]([CH3:35])[CH3:34])[CH:27]=2)(=[O:25])=[O:24])([CH3:22])[CH2:19][CH2:18][O:17]1.[OH2:36]. Product: [F:7][C:8]1[CH:13]=[C:12]([S:14]([CH3:15])(=[O:1])=[O:36])[CH:11]=[CH:10][C:9]=1[CH:16]1[CH2:21][C:20]([S:23]([C:26]2[CH:31]=[CH:30][CH:29]=[C:28]([O:32][CH:33]([CH3:35])[CH3:34])[CH:27]=2)(=[O:25])=[O:24])([CH3:22])[CH2:19][CH2:18][O:17]1. The catalyst class is: 5. (3) Reactant: [Br:1][C:2]1[CH:7]=[CH:6][C:5]([OH:8])=[C:4]([N+:9]([O-:11])=[O:10])[CH:3]=1.C(=O)([O-])[O-].[K+].[K+].[CH2:18](Br)[C:19]1[CH:24]=[CH:23][CH:22]=[CH:21][CH:20]=1. Product: [Br:1][C:2]1[CH:7]=[CH:6][C:5]([O:8][CH2:18][C:19]2[CH:24]=[CH:23][CH:22]=[CH:21][CH:20]=2)=[C:4]([N+:9]([O-:11])=[O:10])[CH:3]=1. The catalyst class is: 131. (4) Reactant: [OH-].[Na+].[CH3:3][C:4]1[CH:5]=[C:6]([C:14]2[O:18][N:17]=[C:16]([C:19]3[CH:27]=[C:26]4[C:22]([C:23]([CH2:28][CH2:29][C:30]([O:32]CC)=[O:31])=[CH:24][NH:25]4)=[CH:21][CH:20]=3)[N:15]=2)[CH:7]=[N:8][C:9]=1[O:10][CH:11]([CH3:13])[CH3:12].Cl. Product: [CH3:3][C:4]1[CH:5]=[C:6]([C:14]2[O:18][N:17]=[C:16]([C:19]3[CH:27]=[C:26]4[C:22]([C:23]([CH2:28][CH2:29][C:30]([OH:32])=[O:31])=[CH:24][NH:25]4)=[CH:21][CH:20]=3)[N:15]=2)[CH:7]=[N:8][C:9]=1[O:10][CH:11]([CH3:13])[CH3:12]. The catalyst class is: 378. (5) Reactant: [NH:1]1[CH2:5][CH2:4][C@H:3]([C:6]([O:8][CH3:9])=[O:7])[CH2:2]1.CCN(C(C)C)C(C)C.[Br:19][C:20]1[CH:21]=[N:22][C:23]([C:26]2[CH:31]=[CH:30][C:29]([CH2:32][C@H:33]([NH:37][C:38]([C:40]3[S:41][C:42]([C:45]([CH3:48])([CH3:47])[CH3:46])=[CH:43][CH:44]=3)=[O:39])[C:34](O)=[O:35])=[CH:28][CH:27]=2)=[N:24][CH:25]=1.CN(C(ON1N=NC2C=CC=NC1=2)=[N+](C)C)C.F[P-](F)(F)(F)(F)F. Product: [Br:19][C:20]1[CH:25]=[N:24][C:23]([C:26]2[CH:27]=[CH:28][C:29]([CH2:32][C@H:33]([NH:37][C:38]([C:40]3[S:41][C:42]([C:45]([CH3:48])([CH3:47])[CH3:46])=[CH:43][CH:44]=3)=[O:39])[C:34]([N:1]3[CH2:5][CH2:4][C@H:3]([C:6]([O:8][CH3:9])=[O:7])[CH2:2]3)=[O:35])=[CH:30][CH:31]=2)=[N:22][CH:21]=1. The catalyst class is: 3. (6) Reactant: [F:1][C:2]([F:17])([F:16])[C:3]1[CH:7]=[C:6]([C:8]([F:11])([F:10])[F:9])[N:5]([CH2:12][C:13]([OH:15])=O)[N:4]=1.CCN(C(C)C)C(C)C.[Cl-].[CH:28]1([O:34][C:35]([C:37]2[N:38]=[C:39]([CH:42]3[CH2:47][CH2:46][NH2+:45][CH2:44][CH2:43]3)[S:40][CH:41]=2)=[O:36])[CH2:33][CH2:32][CH2:31][CH2:30][CH2:29]1.F[P-](F)(F)(F)(F)F.Br[P+](N1CCCC1)(N1CCCC1)N1CCCC1. Product: [F:16][C:2]([F:1])([F:17])[C:3]1[CH:7]=[C:6]([C:8]([F:9])([F:10])[F:11])[N:5]([CH2:12][C:13]([N:45]2[CH2:44][CH2:43][CH:42]([C:39]3[S:40][CH:41]=[C:37]([C:35]([O:34][CH:28]4[CH2:29][CH2:30][CH2:31][CH2:32][CH2:33]4)=[O:36])[N:38]=3)[CH2:47][CH2:46]2)=[O:15])[N:4]=1. The catalyst class is: 4.